This data is from Reaction yield outcomes from USPTO patents with 853,638 reactions. The task is: Predict the reaction yield, written as a fraction of the theoretical maximum amount of product (1.0 means a 100% yield; for example, 0.34 means a 34% yield). (1) The reactants are [Cl:1][C:2]1[CH:19]=[C:18]([Cl:20])[CH:17]=[CH:16][C:3]=1[CH2:4][N:5]1[C:9]([CH:10]=O)=[CH:8][C:7]([O:12][CH:13]([CH3:15])[CH3:14])=[N:6]1.C(OP([CH2:29][C:30]([O:32][CH2:33][CH3:34])=[O:31])(OCC)=O)C.[H-].[Na+].O. The catalyst is O1CCCC1.CN(C)C=O. The product is [Cl:1][C:2]1[CH:19]=[C:18]([Cl:20])[CH:17]=[CH:16][C:3]=1[CH2:4][N:5]1[C:9](/[CH:10]=[CH:29]/[C:30]([O:32][CH2:33][CH3:34])=[O:31])=[CH:8][C:7]([O:12][CH:13]([CH3:15])[CH3:14])=[N:6]1. The yield is 0.920. (2) The reactants are [CH3:1][C:2]([CH3:5])([O-:4])[CH3:3].[K+].[F:7][C:8]1[CH:20]=[C:19](F)[C:18]([F:22])=[CH:17][C:9]=1[C:10]([NH:12][S:13]([CH3:16])(=[O:15])=[O:14])=[O:11].O. The catalyst is CS(C)=O.CCOC(C)=O.C(O)(=O)CC(CC(O)=O)(C(O)=O)O. The product is [C:2]([O:4][C:19]1[C:18]([F:22])=[CH:17][C:9]([C:10]([NH:12][S:13]([CH3:16])(=[O:15])=[O:14])=[O:11])=[C:8]([F:7])[CH:20]=1)([CH3:5])([CH3:3])[CH3:1]. The yield is 1.00. (3) The reactants are [O:1]1[CH2:6][CH2:5][N:4]([C:7]2[C:8]3[N:28]=[C:27]([CH2:29][N:30]4[CH2:35][CH2:34][CH:33]([C:36]([OH:39])([CH3:38])[CH3:37])[CH2:32][CH2:31]4)[S:26][C:9]=3[N:10]=[C:11]([Sn](CCCC)(CCCC)CCCC)[N:12]=2)[CH2:3][CH2:2]1.I[C:41]1[C:49]2[C:44](=[CH:45][CH:46]=[CH:47][CH:48]=2)[NH:43][N:42]=1. The catalyst is O1CCOCC1.S1C=CC=C1C([O-])=O.[Cu+].C1C=CC([P]([Pd]([P](C2C=CC=CC=2)(C2C=CC=CC=2)C2C=CC=CC=2)([P](C2C=CC=CC=2)(C2C=CC=CC=2)C2C=CC=CC=2)[P](C2C=CC=CC=2)(C2C=CC=CC=2)C2C=CC=CC=2)(C2C=CC=CC=2)C2C=CC=CC=2)=CC=1. The product is [NH:43]1[C:44]2[C:49](=[CH:48][CH:47]=[CH:46][CH:45]=2)[C:41]([C:11]2[N:12]=[C:7]([N:4]3[CH2:5][CH2:6][O:1][CH2:2][CH2:3]3)[C:8]3[N:28]=[C:27]([CH2:29][N:30]4[CH2:35][CH2:34][CH:33]([C:36]([OH:39])([CH3:38])[CH3:37])[CH2:32][CH2:31]4)[S:26][C:9]=3[N:10]=2)=[N:42]1. The yield is 0.280. (4) The reactants are [NH2:1][C:2]([C:8]1[CH:13]=[CH:12][C:11]([N+:14]([O-:16])=[O:15])=[CH:10][CH:9]=1)=[C:3]([C:6]#[N:7])[C:4]#[N:5].P([O-])(OCC)(SCC)=[S:18]. The catalyst is C(O)C.O. The product is [NH2:1]/[C:2](/[C:8]1[CH:13]=[CH:12][C:11]([N+:14]([O-:16])=[O:15])=[CH:10][CH:9]=1)=[C:3](/[C:4]#[N:5])\[C:6](=[S:18])[NH2:7]. The yield is 0.950.